This data is from Reaction yield outcomes from USPTO patents with 853,638 reactions. The task is: Predict the reaction yield, written as a fraction of the theoretical maximum amount of product (1.0 means a 100% yield; for example, 0.34 means a 34% yield). (1) The catalyst is CN(C=O)C. The yield is 0.680. The product is [C:1]([C:5]1[C:6]([N+:15]([O-:17])=[O:16])=[CH:7][C:8]([N+:12]([O-:14])=[O:13])=[C:9](/[CH:11]=[CH:36]/[N:38]([CH3:40])[CH3:39])[CH:10]=1)([CH3:4])([CH3:2])[CH3:3]. The reactants are [C:1]([C:5]1[CH:10]=[C:9]([CH3:11])[C:8]([N+:12]([O-:14])=[O:13])=[CH:7][C:6]=1[N+:15]([O-:17])=[O:16])([CH3:4])([CH3:3])[CH3:2].C(C1C=CC([N+]([O-])=O)=C(C)C=1[N+]([O-])=O)(C)(C)C.C[C:36]([N:38]([CH3:40])[CH3:39])=O. (2) The reactants are Cl[C:2]1[S:3][C:4]2[C:9]([N:10]=1)=[C:8]([CH2:11][Cl:12])[CH:7]=[CH:6][N:5]=2.[F:13][C:14]([F:25])([F:24])[C:15]1[CH:16]=[C:17](B(O)O)[CH:18]=[CH:19][CH:20]=1.C([O-])([O-])=O.[Na+].[Na+]. The catalyst is O1CCOCC1.O.C1C=CC([P]([Pd]([P](C2C=CC=CC=2)(C2C=CC=CC=2)C2C=CC=CC=2)([P](C2C=CC=CC=2)(C2C=CC=CC=2)C2C=CC=CC=2)[P](C2C=CC=CC=2)(C2C=CC=CC=2)C2C=CC=CC=2)(C2C=CC=CC=2)C2C=CC=CC=2)=CC=1. The product is [Cl:12][CH2:11][C:8]1[CH:7]=[CH:6][N:5]=[C:4]2[S:3][C:2]([C:19]3[CH:18]=[CH:17][CH:16]=[C:15]([C:14]([F:25])([F:24])[F:13])[CH:20]=3)=[N:10][C:9]=12. The yield is 0.240. (3) The reactants are CC1CCCN(C)C1(C)C.[Li]CCCC.[F:16][C:17]1[CH:18]=[C:19]2[C:24](=[CH:25][CH:26]=1)[N:23]=[C:22]([O:27][CH3:28])[C:21]([O:29][CH3:30])=[N:20]2.ClC1C(Cl)=NC2C(=CC=C(F)C=2)N=1.[NH4+].[Cl-].C1C[O:49][CH2:48]C1. The catalyst is CN(C=O)C. The product is [F:16][C:17]1[CH:26]=[CH:25][C:24]2[N:23]=[C:22]([O:27][CH3:28])[C:21]([O:29][CH3:30])=[N:20][C:19]=2[C:18]=1[CH:48]=[O:49]. The yield is 0.710. (4) The reactants are [OH:1][C:2]1[CH:7]=[CH:6][C:5]([C:8](=[O:10])[CH3:9])=[CH:4][CH:3]=1.C=O.F[C:14](F)(F)C([O-])=O.C[NH2+]C1C=CC=CC=1.C(OCC)C. The catalyst is C1COCC1. The product is [OH:1][C:2]1[CH:7]=[CH:6][C:5]([C:8](=[O:10])[CH:9]=[CH2:14])=[CH:4][CH:3]=1. The yield is 0.680. (5) The reactants are [Cl:1]N1C(=O)CCC1=O.[CH3:9][O:10][C:11]([C:13]1[C:18]([Br:19])=[C:17]([NH:20][CH2:21][C:22]2[CH:27]=[CH:26][CH:25]=[CH:24][C:23]=2[N+:28]([O-:30])=[O:29])[CH:16]=[C:15]([Cl:31])[N:14]=1)=[O:12]. The catalyst is C(#N)C. The product is [CH3:9][O:10][C:11]([C:13]1[C:18]([Br:19])=[C:17]([NH:20][CH2:21][C:22]2[CH:27]=[CH:26][CH:25]=[CH:24][C:23]=2[N+:28]([O-:30])=[O:29])[C:16]([Cl:1])=[C:15]([Cl:31])[N:14]=1)=[O:12]. The yield is 0.920. (6) The reactants are C1(P(C2C=CC=CC=2)C2C=CC=CC=2)C=CC=CC=1.[C-:20]#[N:21].[Na+].[NH2:23][C:24]1[CH:29]=[CH:28][C:27](Br)=[CH:26][N:25]=1. The catalyst is C(#N)C.C(OCC)(=O)C.[Ni](Br)Br.[Zn]. The product is [NH2:23][C:24]1[CH:29]=[CH:28][C:27]([C:20]#[N:21])=[CH:26][N:25]=1. The yield is 0.420. (7) The reactants are [Br:1][C:2]1[CH:3]=[C:4]([C:9](=O)[CH3:10])[C:5]([F:8])=[N:6][CH:7]=1.[CH3:12][C:13]([S@:16]([NH2:18])=[O:17])([CH3:15])[CH3:14]. The catalyst is C1COCC1.[Cl-].[Na+].O.[O-]CC.[Ti+4].[O-]CC.[O-]CC.[O-]CC. The product is [Br:1][C:2]1[CH:3]=[C:4](/[C:9](=[N:18]\[S@@:16]([C:13]([CH3:15])([CH3:14])[CH3:12])=[O:17])/[CH3:10])[C:5]([F:8])=[N:6][CH:7]=1. The yield is 0.990. (8) The reactants are [C:1]([NH:4][C:5]1[CH:6]=[C:7]([N:21]2[CH2:27][CH2:26][CH2:25][N:24](C(OC(C)(C)C)=O)[CH2:23][CH2:22]2)[CH:8]=[CH:9][C:10]=1[S:11]([C:14]1[CH:19]=[CH:18][CH:17]=[C:16]([F:20])[CH:15]=1)(=[O:13])=[O:12])(=[O:3])[CH3:2].[CH3:35][S:36]([OH:39])(=[O:38])=[O:37]. The catalyst is CCOCC.C(Cl)Cl. The product is [CH3:35][S:36]([OH:39])(=[O:38])=[O:37].[N:21]1([C:7]2[CH:8]=[CH:9][C:10]([S:11]([C:14]3[CH:19]=[CH:18][CH:17]=[C:16]([F:20])[CH:15]=3)(=[O:13])=[O:12])=[C:5]([NH:4][C:1](=[O:3])[CH3:2])[CH:6]=2)[CH2:27][CH2:26][CH2:25][NH:24][CH2:23][CH2:22]1. The yield is 0.990. (9) The reactants are [C:1](Cl)(=[O:10])[CH:2]=[CH:3][C:4]1[CH:9]=[CH:8][CH:7]=[CH:6][CH:5]=1.[C:12]([C:16]1[CH:42]=[CH:41][C:19]([CH2:20][O:21][C:22]2[CH:23]=[C:24]([CH:38]=[CH:39][CH:40]=2)[C:25]([NH:27][C:28]2[CH:33]=[CH:32][CH:31]=[CH:30][C:29]=2[S:34](=[O:37])(=[O:36])[NH2:35])=[O:26])=[CH:18][CH:17]=1)([CH3:15])([CH3:14])[CH3:13]. The catalyst is CN(C)C1C=CN=CC=1.O1CCCC1. The product is [C:12]([C:16]1[CH:42]=[CH:41][C:19]([CH2:20][O:21][C:22]2[CH:23]=[C:24]([CH:38]=[CH:39][CH:40]=2)[C:25]([NH:27][C:28]2[CH:33]=[CH:32][CH:31]=[CH:30][C:29]=2[S:34]([NH:35][C:1](=[O:10])[CH:2]=[CH:3][C:4]2[CH:9]=[CH:8][CH:7]=[CH:6][CH:5]=2)(=[O:36])=[O:37])=[O:26])=[CH:18][CH:17]=1)([CH3:15])([CH3:13])[CH3:14]. The yield is 0.950. (10) The reactants are [F:1][C:2]([F:18])([F:17])[C:3]([NH:5][C@@H:6]1[C:15]2[C:10](=[CH:11][CH:12]=[CH:13][CH:14]=2)[C:9](=[O:16])[CH2:8][CH2:7]1)=[O:4].C(N(CC)CC)C. The catalyst is CN(C=O)C. The product is [F:1][C:2]([F:17])([F:18])[C:3]([NH:5][C@@H:6]1[C:15]2[C:10](=[CH:11][CH:12]=[CH:13][CH:14]=2)[C@H:9]([OH:16])[CH2:8][CH2:7]1)=[O:4]. The yield is 0.880.